Dataset: Drug-target binding data from BindingDB using IC50 measurements. Task: Regression. Given a target protein amino acid sequence and a drug SMILES string, predict the binding affinity score between them. We predict pIC50 (pIC50 = -log10(IC50 in M); higher means more potent). Dataset: bindingdb_ic50. (1) The compound is O=C1Cc2cc(-c3ccco3)ccc2C(=O)N1. The target protein (O95551) has sequence MELGSCLEGGREAAEEEGEPEVKKRRLLCVEFASVASCDAAVAQCFLAENDWEMERALNSYFEPPVEESALERRPETISEPKTYVDLTNEETTDSTTSKISPSEDTQQENGSMFSLITWNIDGLDLNNLSERARGVCSYLALYSPDVIFLQEVIPPYYSYLKKRSSNYEIITGHEEGYFTAIMLKKSRVKLKSQEIIPFPSTKMMRNLLCVHVNVSGNELCLMTSHLESTRGHAAERMNQLKMVLKKMQEAPESATVIFAGDTNLRDREVTRCGGLPNNIVDVWEFLGKPKHCQYTWDTQMNSNLGITAACKLRFDRIFFRAAAEEGHIIPRSLDLLGLEKLDCGRFPSDHWGLLCNLDIIL. The pIC50 is 5.0. (2) The compound is C=CCOC(=O)C1=CS[C@H]2[C@@H]([C@@H](C)O)C(=O)N12. The target protein (P00803) has sequence MANMFALILVIATLVTGILWCVDKFFFAPKRRERQAAAQAAAGDSLDKATLKKVAPKPGWLETGASVFPVLAIVLIVRSFIYEPFQIPSGSMMPTLLIGDFILVEKFAYGIKDPIYQKTLIETGHPKRGDIVVFKYPEDPKLDYIKRAVGLPGDKVTYDPVSKELTIQPGCSSGQACENALPVTYSNVEPSDFVQTFSRRNGGEATSGFFEVPKNETKENGIRLSERKETLGDVTHRILTVPIAQDQVGMYYQQPGQQLATWIVPPGQYFMMGDNRDNSADSRYWGFVPEANLVGRATAIWMSFDKQEGEWPTGLRLSRIGGIH. The pIC50 is 6.0. (3) The compound is N#CC(c1ccnc(N2CCOCC2)n1)c1nc2ccccc2s1. The target protein sequence is MSLHFLYYCSEPTLDVKIAFCQGFDKHVDVSSVVKHYNMSKSKVDNQFYSVEVGDSTFTVLKRYQNLKPIGSGAQGIVCAAYDAVLDRNVAIKKLSRPFQNQTHAKRAYRELVLMKCVNHKNIISLLNVFTPQKTLEEFQDVYLVMELMDANLCQVIQMELDHERMSYLLYQMLSAIKHLHSAGIIHRDLKPSNIVVKSDCTLKILDFGLARTAGTSFMMTPYVVTRYYRAPEVILGMGYKENVDIWSVGCIMGEMVRHKILFPGRDYIDQWNKVIEQLGTPCPEFMKKLQPTVRNYVENRPKYAGLTFPKLFPDSLFPADSEHNKLKASQARDLLSKMLVIDPAKRISVDDALQHPYINVWYDPAEVEAPPPQIYDKQLDEREHTIEEWKELIYKEVMNSEEKTKNGVVKGQPSPSGAAVNSSESLPPSSSVNDISSMSTDQTLASDTDSSLEASAGPLGCCR. The pIC50 is 5.5. (4) The drug is COc1cc(OC)c(S(=O)(=O)N(c2ccccc2)c2ccc(N)cc2)cc1NC(=O)CCC(=O)O. The target protein (Q5HIH6) has sequence MRRHAIILAAGKGTRMKSKKYKVLHEVAGKPMVEHVLESVKGSGVDQVVTIVGHGAESVKGHLGERSLYSFQEEQLGTAHAVQMAKSHLEDKEGTTIVVCGDTPLITKETLETLIAHHEDANAQATVLSASIQQPYGYGRIVRNASGRLERIVEEKDATQAEKDINEISSGIFAFNNKTLFEKLTQVKNDNAQGEYYLPDVLSLILNDGGIVEVYRTNDVEEIMGVNDRVMLSQAEKAMQRRTNHYHMLNGVTIIDPDSTYIGPDVTIGSDTVIEPGVRINGRTEIGEDVVIGQYSEINNSTIENGACIQQSVVNDASVGANTKVGPFAQLRPGAQLGADVKVGNFVEIKKADLKDGAKVSHLSYIGDAVIGERTNIGCGTITVNYDGENKFKTIVGKDSFVGCNVNLVAPVTIGDDVLVAAGSTITDDVPNDSLAVARARQTTKEGYRK. The pIC50 is 3.7. (5) The drug is COc1cc(COc2cc(O)c3c(=O)cc(C(=O)O)oc3c2)ccc1NC(=O)C(=O)O. The target protein sequence is MTKIALIGSGQIGAIVGELCLLENLGDLILYDVVPGIPQGKALDLKHFSTILGVNRNILGTNQIEDIKDADIIVITAGVQRKEGMTREDLIGVNGKIMKSVAESVKLHCSKAFVICVSNPLDIMVNVFHKFSNLPHEKICGMAGILDTSRYCSLIADKLKVSAEDVNAVILGGHGDLMVPLQRYTSVNGVPLSEFVKKNMISQNEIQEIIQKTRNMGAEIIKLAKASAAFAPAAAITKMIKSYLYNENNLFTCAVYLNGHYNCSNLFVGSTAKINNKGAHPVEFPLTKEEQDLYTESIASVQSNTQKAFDLIK. The pIC50 is 4.3. (6) The drug is O=C(Nc1cc(C(F)(F)F)cc(C(F)(F)F)c1)c1ccc2ccccc2c1O. The target protein (Q9NRS4) has sequence MLQDPDSDQPLNSLDVKPLRKPRIPMETFRKVGIPIIIALLSLASIIIVVVLIKVILDKYYFLCGQPLHFIPRKQLCDGELDCPLGEDEEHCVKSFPEGPAVAVRLSKDRSTLQVLDSATGNWFSACFDNFTEALAETACRQMGYSSKPTFRAVEIGPDQDLDVVEITENSQELRMRNSSGPCLSGSLVSLHCLACGKSLKTPRVVGVEEASVDSWPWQVSIQYDKQHVCGGSILDPHWVLTAAHCFRKHTDVFNWKVRAGSDKLGSFPSLAVAKIIIIEFNPMYPKDNDIALMKLQFPLTFSGTVRPICLPFFDEELTPATPLWIIGWGFTKQNGGKMSDILLQASVQVIDSTRCNADDAYQGEVTEKMMCAGIPEGGVDTCQGDSGGPLMYQSDQWHVVGIVSWGYGCGGPSTPGVYTKVSAYLNWIYNVWKAEL. The pIC50 is 4.0.